Predict the product of the given reaction. From a dataset of Forward reaction prediction with 1.9M reactions from USPTO patents (1976-2016). (1) Given the reactants [CH3:1][O:2][C:3]1[C:8]([CH3:9])=[CH:7][N:6]=[C:5]([CH2:10][N:11]2C(=O)C3C(=CC=CC=3)C2=O)[C:4]=1[CH3:22], predict the reaction product. The product is: [CH3:1][O:2][C:3]1[C:8]([CH3:9])=[CH:7][N:6]=[C:5]([CH2:10][NH2:11])[C:4]=1[CH3:22]. (2) Given the reactants [F:1][C:2]1[CH:10]=[CH:9][CH:8]=[C:7]2[C:3]=1[C:4](=[O:12])[NH:5][C:6]2=[O:11].[CH2:13]([O:15][C:16](=[O:22])[CH:17](Cl)[O:18][CH2:19][CH3:20])[CH3:14], predict the reaction product. The product is: [CH2:13]([O:15][C:16](=[O:22])[CH:17]([O:18][CH2:19][CH3:20])[N:5]1[C:4](=[O:12])[C:3]2[C:7](=[CH:8][CH:9]=[CH:10][C:2]=2[F:1])[C:6]1=[O:11])[CH3:14]. (3) The product is: [F:14][C:2]([F:1])([F:15])[CH:3]1[NH:4][CH2:5][CH:6]([C:7]([O:9][CH2:10][CH3:11])=[O:8])[CH2:12][CH2:13]1. Given the reactants [F:1][C:2]([F:15])([F:14])[C:3]1[CH:13]=[CH:12][C:6]([C:7]([O:9][CH2:10][CH3:11])=[O:8])=[CH:5][N:4]=1, predict the reaction product. (4) Given the reactants C([O:4][C@@H:5]1[CH2:22][CH2:21][C@@:20]2([CH3:23])[C:7](=[CH:8][CH2:9][C@@H:10]3[C@@H:19]2[CH2:18][CH2:17][C@@:15]2([CH3:16])[C@H:11]3[CH2:12][CH:13]=[C:14]2[N:24]2[C:28]3[CH:29]=[CH:30][CH:31]=[CH:32][C:27]=3[N:26]=[CH:25]2)[CH2:6]1)(=O)C.C[O-].[Na+].O, predict the reaction product. The product is: [OH:4][C@@H:5]1[CH2:22][CH2:21][C@@:20]2([CH3:23])[C:7](=[CH:8][CH2:9][C@@H:10]3[C@@H:19]2[CH2:18][CH2:17][C@@:15]2([CH3:16])[C@H:11]3[CH2:12][CH:13]=[C:14]2[N:24]2[C:28]3[CH:29]=[CH:30][CH:31]=[CH:32][C:27]=3[N:26]=[CH:25]2)[CH2:6]1. (5) Given the reactants [CH2:1]([C:3]1[CH:4]=[C:5]([C:10](=[O:12])[CH3:11])[CH:6]=[CH:7][C:8]=1[OH:9])[CH3:2].[Si:13](Cl)([C:16]([CH3:19])([CH3:18])[CH3:17])([CH3:15])[CH3:14].N1C=CN=C1.O, predict the reaction product. The product is: [Si:13]([O:9][C:8]1[CH:7]=[CH:6][C:5]([C:10](=[O:12])[CH3:11])=[CH:4][C:3]=1[CH2:1][CH3:2])([C:16]([CH3:19])([CH3:18])[CH3:17])([CH3:15])[CH3:14]. (6) Given the reactants [Br:1][C:2]1[CH:3]=[CH:4][C:5]([O:20][C:21]([F:24])([F:23])[F:22])=[C:6]([CH:19]=1)[CH2:7][NH:8][C:9]1[C:14]([N+:15]([O-:17])=[O:16])=[CH:13][N:12]=[C:11](Cl)[N:10]=1.[NH2:25][CH2:26][C@@H:27]1[CH2:31][CH2:30][N:29]([C:32]([O:34][C:35]([CH3:38])([CH3:37])[CH3:36])=[O:33])[CH2:28]1, predict the reaction product. The product is: [Br:1][C:2]1[CH:3]=[CH:4][C:5]([O:20][C:21]([F:24])([F:23])[F:22])=[C:6]([CH:19]=1)[CH2:7][NH:8][C:9]1[C:14]([N+:15]([O-:17])=[O:16])=[CH:13][N:12]=[C:11]([NH:25][CH2:26][C@@H:27]2[CH2:31][CH2:30][N:29]([C:32]([O:34][C:35]([CH3:38])([CH3:37])[CH3:36])=[O:33])[CH2:28]2)[N:10]=1. (7) Given the reactants [C:1]([C:3]1[CH:8]=[CH:7][C:6]([CH3:9])=[CH:5][C:4]=1[NH:10][C:11](=O)[C:12]1[C:17]([O:18][CH3:19])=[CH:16][CH:15]=[CH:14][C:13]=1[F:20])#[N:2].[OH-:22].[Na+].OO.Cl, predict the reaction product. The product is: [F:20][C:13]1[CH:14]=[CH:15][CH:16]=[C:17]([O:18][CH3:19])[C:12]=1[C:11]1[NH:2][C:1](=[O:22])[C:3]2[C:4](=[CH:5][C:6]([CH3:9])=[CH:7][CH:8]=2)[N:10]=1. (8) Given the reactants [Cl-].[Al+3].[Cl-].[Cl-].[H-].[Al+3].[Li+].[H-].[H-].[H-].[Br:11][C:12]1[C:17]2[CH:18]=[C:19]([C:21]([C:23]3[O:24][C:25]4[CH:31]=[CH:30][CH:29]=[C:28]([Br:32])[C:26]=4[CH:27]=3)=O)[O:20][C:16]=2[CH:15]=[CH:14][CH:13]=1.Cl, predict the reaction product. The product is: [Br:32][C:28]1[C:26]2[CH:27]=[C:23]([CH2:21][C:19]3[O:20][C:16]4[CH:15]=[CH:14][CH:13]=[C:12]([Br:11])[C:17]=4[CH:18]=3)[O:24][C:25]=2[CH:31]=[CH:30][CH:29]=1. (9) The product is: [CH3:1][O:2][CH2:3][NH:4][C:5]([C:7]1[CH:8]=[C:9]2[C:14](=[CH:15][CH:16]=1)[N:13]=[CH:12][N:11]=[C:10]2[NH:22][C:21]1[CH:23]=[CH:24][C:25]([O:26][CH2:27][C:28]2[CH:33]=[CH:32][CH:31]=[CH:30][N:29]=2)=[C:19]([Cl:18])[CH:20]=1)=[O:6]. Given the reactants [CH3:1][O:2][CH2:3][NH:4][C:5]([C:7]1[CH:8]=[C:9]2[C:14](=[CH:15][CH:16]=1)[N:13]=[CH:12][N:11]=[C:10]2Cl)=[O:6].[Cl:18][C:19]1[CH:20]=[C:21]([CH:23]=[CH:24][C:25]=1[O:26][CH2:27][C:28]1[CH:33]=[CH:32][CH:31]=[CH:30][N:29]=1)[NH2:22], predict the reaction product.